Regression. Given two drug SMILES strings and cell line genomic features, predict the synergy score measuring deviation from expected non-interaction effect. From a dataset of NCI-60 drug combinations with 297,098 pairs across 59 cell lines. (1) Drug 1: CN1CCC(CC1)COC2=C(C=C3C(=C2)N=CN=C3NC4=C(C=C(C=C4)Br)F)OC. Drug 2: C1=CC(=CC=C1CCCC(=O)O)N(CCCl)CCCl. Cell line: SF-268. Synergy scores: CSS=36.7, Synergy_ZIP=-0.452, Synergy_Bliss=0.407, Synergy_Loewe=-2.44, Synergy_HSA=-2.17. (2) Drug 1: C1CN1P(=S)(N2CC2)N3CC3. Drug 2: C1CN(CCN1C(=O)CCBr)C(=O)CCBr. Cell line: MALME-3M. Synergy scores: CSS=7.38, Synergy_ZIP=-3.84, Synergy_Bliss=-0.728, Synergy_Loewe=0.462, Synergy_HSA=0.655.